Task: Predict the reactants needed to synthesize the given product.. Dataset: Retrosynthesis with 50K atom-mapped reactions and 10 reaction types from USPTO (1) Given the product Cc1ccc(C(CC2CCCC2)c2ccc(S(=O)(=O)C3CC3)cc2)[nH]c1=O, predict the reactants needed to synthesize it. The reactants are: Cc1ccc(/C(=C/C2CCCC2)c2ccc(S(=O)(=O)C3CC3)cc2)[nH]c1=O. (2) Given the product CCCCCCCCCCCCCCN(CCCCCCCCCCCCCC)C(=O)CCCOC1OCC(CNC(=O)CN(CCCN(CCCNC(=O)C(F)(F)F)CCCNC(=O)C(F)(F)F)C(=O)C(F)(F)F)O1, predict the reactants needed to synthesize it. The reactants are: CCCCCCCCCCCCCCN(CCCCCCCCCCCCCC)C(=O)CCCOC1OCC(CN)O1.O=C(O)CN(CCCN(CCCNC(=O)C(F)(F)F)CCCNC(=O)C(F)(F)F)C(=O)C(F)(F)F. (3) The reactants are: Cc1cc(-n2cc(C(F)(F)F)cn2)nc(Cl)n1.Oc1ccnc(C(F)(F)F)c1. Given the product Cc1cc(-n2cc(C(F)(F)F)cn2)nc(Oc2ccnc(C(F)(F)F)c2)n1, predict the reactants needed to synthesize it. (4) Given the product O=CCCc1ccccc1Cl, predict the reactants needed to synthesize it. The reactants are: OCCCc1ccccc1Cl. (5) Given the product Cc1ccc(NS(=O)(=O)c2ccc(C(C)(C)C)cc2)cc1, predict the reactants needed to synthesize it. The reactants are: CC(C)(C)c1ccc(S(=O)(=O)Cl)cc1.Cc1ccc(N)cc1. (6) Given the product COC1CCN(CC2=Cc3c(ncnc3Nc3ccc(Oc4cccc(C(=O)NC(C)(C)C)c4)c(Cl)c3)NCC2)CC1, predict the reactants needed to synthesize it. The reactants are: CC(C)(C)NC(=O)c1cccc(Oc2ccc(Nc3ncnc4c3C=C(C=O)CCN4)cc2Cl)c1.COC1CCNCC1.